From a dataset of Reaction yield outcomes from USPTO patents with 853,638 reactions. Predict the reaction yield, written as a fraction of the theoretical maximum amount of product (1.0 means a 100% yield; for example, 0.34 means a 34% yield). The yield is 0.780. The product is [CH:12]1([CH2:15][CH2:16][O:1][C:2]2[CH:11]=[CH:10][C:5]([C:6]([OH:8])=[O:7])=[CH:4][CH:3]=2)[CH2:14][CH2:13]1. The reactants are [OH:1][C:2]1[CH:11]=[CH:10][C:5]([C:6]([O:8]C)=[O:7])=[CH:4][CH:3]=1.[CH:12]1([CH2:15][CH2:16]O)[CH2:14][CH2:13]1.C1(P(C2C=CC=CC=2)C2C=CC=CC=2)C=CC=CC=1.N(C(OCC)=O)=NC(OCC)=O.[OH-].[Li+].Cl. The catalyst is O1CCCC1.C(O)C.O.